Dataset: Kir2.1 potassium channel HTS with 301,493 compounds. Task: Binary Classification. Given a drug SMILES string, predict its activity (active/inactive) in a high-throughput screening assay against a specified biological target. (1) The molecule is S=c1n(\N=C\c2cc(OC)c(OC)c(OC)c2)c(n[nH]1)c1ccccc1. The result is 0 (inactive). (2) The molecule is O=c1n(nc(c2c1cccc2)C(=O)NCc1occc1)c1ccc(OC)cc1. The result is 0 (inactive). (3) The molecule is S(=O)(=O)(N(CC(=O)N1CCN(CC1)c1cc(OC)ccc1)c1cc(cc(c1)C)C)c1c(onc1C)C. The result is 0 (inactive). (4) The compound is Clc1c(c(Nc2nc(NCCO)c3c(n2)cccc3)ccc1)C. The result is 1 (active). (5) The compound is S(c1c2ncccc2ccc1)CC(=O)NN. The result is 0 (inactive).